This data is from Reaction yield outcomes from USPTO patents with 853,638 reactions. The task is: Predict the reaction yield, written as a fraction of the theoretical maximum amount of product (1.0 means a 100% yield; for example, 0.34 means a 34% yield). (1) The yield is 0.260. The catalyst is C(OCC)(=O)C. The product is [CH2:13]([C:17]1[N:18]=[C:19]([CH2:46][OH:47])[N:20]([CH2:39][C:40]2[CH:45]=[CH:44][CH:43]=[CH:42][N:41]=2)[C:21](=[O:38])[C:22]=1[CH2:23][C:24]1[CH:25]=[CH:26][C:27]([C:30]2[CH:35]=[CH:34][CH:33]=[CH:32][C:31]=2[C:36]2[NH:3][C:4](=[O:7])[O:5][N:37]=2)=[CH:28][CH:29]=1)[CH2:14][CH2:15][CH3:16]. The reactants are [Cl-].O[NH3+:3].[C:4](=[O:7])([O-])[OH:5].[Na+].CS(C)=O.[CH2:13]([C:17]1[N:18]=[C:19]([CH2:46][OH:47])[N:20]([CH2:39][C:40]2[CH:45]=[CH:44][CH:43]=[CH:42][N:41]=2)[C:21](=[O:38])[C:22]=1[CH2:23][C:24]1[CH:29]=[CH:28][C:27]([C:30]2[C:31]([C:36]#[N:37])=[CH:32][CH:33]=[CH:34][CH:35]=2)=[CH:26][CH:25]=1)[CH2:14][CH2:15][CH3:16]. (2) The product is [C:1]([O:5][C:6]([N:8]1[CH2:12][C@@H:11]([CH2:13][O:14][C:46]2[CH:45]=[CH:44][CH:43]=[C:42]([Cl:41])[CH:47]=2)[CH2:10][C@H:9]1[C:15]([O:17][C:18]([CH3:21])([CH3:20])[CH3:19])=[O:16])=[O:7])([CH3:3])([CH3:4])[CH3:2]. The catalyst is O1CCCC1. The reactants are [C:1]([O:5][C:6]([N:8]1[CH2:12][CH:11]([CH2:13][OH:14])[CH2:10][CH:9]1[C:15]([O:17][C:18]([CH3:21])([CH3:20])[CH3:19])=[O:16])=[O:7])([CH3:4])([CH3:3])[CH3:2].C1(P(C2C=CC=CC=2)C2C=CC=CC=2)C=CC=CC=1.[Cl:41][C:42]1[CH:43]=[C:44](O)[CH:45]=[CH:46][CH:47]=1.CC(OC(/N=N/C(OC(C)C)=O)=O)C. The yield is 0.370.